This data is from Full USPTO retrosynthesis dataset with 1.9M reactions from patents (1976-2016). The task is: Predict the reactants needed to synthesize the given product. (1) The reactants are: [C:1]([C:3]1[CH:4]=[C:5]2[C:10](=[CH:11][C:12]=1[O:13][C:14]1[CH:19]=[CH:18][C:17]([C:20](=[O:36])[NH:21][C:22]3[CH:27]=[CH:26][CH:25]=[C:24]([C:28]4[CH:33]=[CH:32][C:31]([CH3:34])=[C:30]([CH3:35])[CH:29]=4)[N:23]=3)=[CH:16][CH:15]=1)[O:9][CH2:8][CH2:7][CH:6]2[C:37]([O:39]C)=[O:38])#[N:2].O.[OH-].[Li+].O.Cl.O1CCOCC1. Given the product [C:1]([C:3]1[CH:4]=[C:5]2[C:10](=[CH:11][C:12]=1[O:13][C:14]1[CH:19]=[CH:18][C:17]([C:20](=[O:36])[NH:21][C:22]3[CH:27]=[CH:26][CH:25]=[C:24]([C:28]4[CH:33]=[CH:32][C:31]([CH3:34])=[C:30]([CH3:35])[CH:29]=4)[N:23]=3)=[CH:16][CH:15]=1)[O:9][CH2:8][CH2:7][CH:6]2[C:37]([OH:39])=[O:38])#[N:2], predict the reactants needed to synthesize it. (2) Given the product [CH:10]1[C:11]2[CH:12]([CH2:14][O:15][C:16]([NH:18][C@H:19]([C:30]([NH2:32])=[O:31])[CH2:20][CH2:21][CH2:22][C:23]([OH:25])=[O:24])=[O:17])[C:13]3[C:5](=[CH:4][CH:3]=[CH:2][CH:1]=3)[C:6]=2[CH:7]=[CH:8][CH:9]=1, predict the reactants needed to synthesize it. The reactants are: [CH:1]1[C:13]2[CH:12]([CH2:14][O:15][C:16]([NH:18][C@H:19]([C:30]([NH2:32])=[O:31])[CH2:20][CH2:21][CH2:22][C:23]([O:25]C(C)(C)C)=[O:24])=[O:17])[C:11]3[C:6](=[CH:7][CH:8]=[CH:9][CH:10]=3)[C:5]=2[CH:4]=[CH:3][CH:2]=1.Cl. (3) The reactants are: [Cl:1][C:2]1[CH:9]=[CH:8][C:5]([CH2:6]Cl)=[CH:4][CH:3]=1.[C:10]([N:12]=[C:13]([N:22]1[CH2:27][CH2:26][NH:25][CH:24]([C:28]2[CH:33]=[CH:32][CH:31]=[CH:30][CH:29]=2)[CH2:23]1)[NH:14][C:15]1[CH:20]=[CH:19][CH:18]=[CH:17][C:16]=1[CH3:21])#[N:11].C(N(CC)CC)C. Given the product [Cl:1][C:2]1[CH:9]=[CH:8][C:5]([CH2:6][N:25]2[CH2:26][CH2:27][N:22]([C:13](=[N:12][C:10]#[N:11])[NH:14][C:15]3[CH:20]=[CH:19][CH:18]=[CH:17][C:16]=3[CH3:21])[CH2:23][CH:24]2[C:28]2[CH:33]=[CH:32][CH:31]=[CH:30][CH:29]=2)=[CH:4][CH:3]=1, predict the reactants needed to synthesize it. (4) Given the product [NH2:28][C:4]1[C:5]2[C:10]([C:11]3[CH:16]=[CH:15][C:14]([F:17])=[CH:13][CH:12]=3)=[CH:9][NH:8][C:6]=2[N:7]=[C:2]([NH:32][C:33]2[CH:34]=[C:35]3[C:40](=[CH:41][CH:42]=2)[N:39]([CH3:43])[C:38](=[O:44])[CH2:37][CH2:36]3)[N:3]=1, predict the reactants needed to synthesize it. The reactants are: Cl[C:2]1[N:3]=[C:4]([NH:28]C2CC2)[C:5]2[C:10]([C:11]3[CH:16]=[CH:15][C:14]([F:17])=[CH:13][CH:12]=3)=[CH:9][N:8](S(C3C=CC(C)=CC=3)(=O)=O)[C:6]=2[N:7]=1.[NH2:32][C:33]1[CH:34]=[C:35]2[C:40](=[CH:41][CH:42]=1)[N:39]([CH3:43])[C:38](=[O:44])[CH2:37][CH2:36]2.C[Si](Cl)(C)C. (5) Given the product [CH2:18]([O:20][C:21]([N:23]1[CH2:24][CH2:25][CH:26]([NH:29][C:4]2[CH:5]=[CH:6][C:7]([C:8](=[O:9])[C:10]3[CH:15]=[CH:14][CH:13]=[CH:12][C:11]=3[F:16])=[C:2]([NH2:1])[N:3]=2)[CH2:27][CH2:28]1)=[O:22])[CH3:19], predict the reactants needed to synthesize it. The reactants are: [NH2:1][C:2]1[C:7]([C:8]([C:10]2[CH:15]=[CH:14][CH:13]=[CH:12][C:11]=2[F:16])=[O:9])=[CH:6][CH:5]=[C:4](Cl)[N:3]=1.[CH2:18]([O:20][C:21]([N:23]1[CH2:28][CH2:27][CH:26]([NH2:29])[CH2:25][CH2:24]1)=[O:22])[CH3:19]. (6) Given the product [F:16][C:2]([F:1])([F:15])[C:3]1[CH:4]=[CH:5][C:6]([N:9]2[CH2:10][CH2:11][N:12]([C@H:18]([CH3:22])[C:19]([OH:21])=[O:20])[CH2:13][CH2:14]2)=[N:7][CH:8]=1, predict the reactants needed to synthesize it. The reactants are: [F:1][C:2]([F:16])([F:15])[C:3]1[CH:4]=[CH:5][C:6]([N:9]2[CH2:14][CH2:13][NH:12][CH2:11][CH2:10]2)=[N:7][CH:8]=1.Br[C@@H:18]([CH3:22])[C:19]([OH:21])=[O:20]. (7) Given the product [F:12][C:6]1[CH:5]=[CH:4][C:3]([CH2:2][N:38]2[CH2:39][CH2:40][C:34]3([O:33][CH2:32][CH2:31][N:30]([C:28]([C:26]4[N:27]=[C:23]([CH:20]([CH3:21])[CH3:22])[S:24][CH:25]=4)=[O:29])[CH2:35]3)[CH2:36][CH2:37]2)=[CH:8][C:7]=1[CH2:9][CH2:10][OH:11], predict the reactants needed to synthesize it. The reactants are: Br[CH2:2][C:3]1[CH:4]=[CH:5][C:6]([F:12])=[C:7]([CH2:9][CH2:10][OH:11])[CH:8]=1.FC(F)(F)C(O)=O.[CH:20]([C:23]1[S:24][CH:25]=[C:26]([C:28]([N:30]2[CH2:35][C:34]3([CH2:40][CH2:39][NH:38][CH2:37][CH2:36]3)[O:33][CH2:32][CH2:31]2)=[O:29])[N:27]=1)([CH3:22])[CH3:21].C(N(CC)CC)C. (8) Given the product [CH3:24][N:15]([C:12]1[CH:11]=[CH:10][C:9]([C:6]2[CH:5]=[CH:4][C:3]([C:2]([F:1])([F:20])[F:21])=[CH:8][CH:7]=2)=[CH:14][CH:13]=1)[S:16]([NH2:19])(=[O:17])=[O:18], predict the reactants needed to synthesize it. The reactants are: [F:1][C:2]([F:21])([F:20])[C:3]1[CH:8]=[CH:7][C:6]([C:9]2[CH:14]=[CH:13][C:12]([NH:15][S:16]([NH2:19])(=[O:18])=[O:17])=[CH:11][CH:10]=2)=[CH:5][CH:4]=1.[H-].[Na+].[CH3:24]I.